This data is from Full USPTO retrosynthesis dataset with 1.9M reactions from patents (1976-2016). The task is: Predict the reactants needed to synthesize the given product. (1) Given the product [CH3:1][O:2][C:3]1[CH:4]=[CH:5][C:6]2[O:10][C:9]([C:16]3[CH:17]=[CH:18][C:19]([NH:26][CH3:25])=[N:20][CH:21]=3)=[CH:8][C:7]=2[CH:14]=1, predict the reactants needed to synthesize it. The reactants are: [CH3:1][O:2][C:3]1[CH:4]=[CH:5][C:6]2[O:10][C:9](B(O)O)=[CH:8][C:7]=2[CH:14]=1.Br[C:16]1[CH:17]=[CH:18][C:19](CN)=[N:20][CH:21]=1.C[CH2:25][N:26](CC)CC. (2) Given the product [Br:1][C:2]1[CH:3]=[CH:4][C:5]([CH:8]2[CH2:9][C:17](=[O:25])[C:18]3[C:19](=[CH:20][CH:21]=[CH:22][CH:23]=3)[O:24]2)=[N:6][CH:7]=1, predict the reactants needed to synthesize it. The reactants are: [Br:1][C:2]1[CH:3]=[CH:4][C:5]([CH:8]=[C:9]([C:17](=[O:25])[C:18]2[CH:23]=[CH:22][CH:21]=[CH:20][C:19]=2[OH:24])C(OC(C)(C)C)=O)=[N:6][CH:7]=1.FC(F)(F)C1C=C(NC(N[C@@H]2CCCC[C@H]2N(C)C)=S)C=C(C(F)(F)F)C=1.C12(CS(O)(=O)=O)C(C)(C)C(CC1)CC2=O. (3) Given the product [C:3]([C:5]1[O:9][N:8]=[C:7]([O:10][CH2:11][C:12]([OH:14])=[O:13])[CH:6]=1)([OH:4])=[O:2], predict the reactants needed to synthesize it. The reactants are: C[O:2][C:3]([C:5]1[O:9][N:8]=[C:7]([O:10][CH2:11][C:12]([O:14]CC)=[O:13])[CH:6]=1)=[O:4]. (4) Given the product [CH3:28][N:27]([CH3:29])[C:25]([C:22]1[N:23]=[CH:24][C:19]([O:12][C:9]2[C:10]3[C:5]([CH:6]=[C:7]([C:13]([O:15][CH2:16][CH3:17])=[O:14])[CH:8]=2)=[N:4][N:3]([CH2:1][CH3:2])[CH:11]=3)=[N:20][CH:21]=1)=[O:26], predict the reactants needed to synthesize it. The reactants are: [CH2:1]([N:3]1[CH:11]=[C:10]2[C:5]([CH:6]=[C:7]([C:13]([O:15][CH2:16][CH3:17])=[O:14])[CH:8]=[C:9]2[OH:12])=[N:4]1)[CH3:2].Cl[C:19]1[N:20]=[CH:21][C:22]([C:25]([N:27]([CH3:29])[CH3:28])=[O:26])=[N:23][CH:24]=1. (5) Given the product [N:1]1([CH2:9][CH2:8][C:7]#[N:10])[CH2:6][CH2:5][N:4]([CH2:9][CH2:8][C:7]#[N:10])[CH2:3][CH2:2]1, predict the reactants needed to synthesize it. The reactants are: [NH:1]1[CH2:6][CH2:5][NH:4][CH2:3][CH2:2]1.[C:7](#[N:10])[CH:8]=[CH2:9]. (6) Given the product [CH2:16]1[O:24][C:23]2[CH:22]=[CH:21][C:20]([C:11]3[CH:12]=[C:13]4[C:8](=[CH:9][CH:10]=3)[N:7]([CH2:29][CH2:30][CH2:31][CH2:32][CH2:33][O:34][C:35]3[CH:40]=[CH:39][CH:38]=[CH:37][CH:36]=3)[C:6]([C:4]([OH:3])=[O:5])=[C:14]4[N:41]3[CH2:46][CH2:45][CH2:44][CH2:43][C:42]3=[O:47])=[CH:19][C:18]=2[O:17]1, predict the reactants needed to synthesize it. The reactants are: C([O:3][C:4]([C:6]1[NH:7][C:8]2[C:13]([CH:14]=1)=[CH:12][C:11](Br)=[CH:10][CH:9]=2)=[O:5])C.[CH2:16]1[O:24][C:23]2[CH:22]=[CH:21][C:20](B(O)O)=[CH:19][C:18]=2[O:17]1.Br[CH2:29][CH2:30][CH2:31][CH2:32][CH2:33][O:34][C:35]1[CH:40]=[CH:39][CH:38]=[CH:37][CH:36]=1.[NH:41]1[CH2:46][CH2:45][CH2:44][CH2:43][C:42]1=[O:47].